From a dataset of Full USPTO retrosynthesis dataset with 1.9M reactions from patents (1976-2016). Predict the reactants needed to synthesize the given product. (1) Given the product [OH:31][CH2:32][C:33]1[N:34]=[C:35]([C:38]2[N:42]=[C:41]([C:43]([OH:46])([CH3:44])[CH3:45])[O:40][N:39]=2)[S:36][CH:37]=1, predict the reactants needed to synthesize it. The reactants are: C[Si](C)(C)CCOCOCC1N=C(C2OC(C(O)(C)C)=NN=2)SC=1.C[Si](C)(C)CCOC[O:31][CH2:32][C:33]1[N:34]=[C:35]([C:38]2[N:42]=[C:41]([C:43]([OH:46])([CH3:45])[CH3:44])[O:40][N:39]=2)[S:36][CH:37]=1. (2) Given the product [Cl:6][C:7]1[CH:8]=[CH:9][C:10]([CH2:11][NH:12][C:13]([C:15]2[C:16](=[O:28])[C:17]3[S:24][C:23]([CH2:25][Cl:5])=[C:22]([CH3:27])[C:18]=3[N:19]([CH3:21])[CH:20]=2)=[O:14])=[CH:29][CH:30]=1, predict the reactants needed to synthesize it. The reactants are: CS([Cl:5])(=O)=O.[Cl:6][C:7]1[CH:30]=[CH:29][C:10]([CH2:11][NH:12][C:13]([C:15]2[C:16](=[O:28])[C:17]3[S:24][C:23]([CH2:25]O)=[C:22]([CH3:27])[C:18]=3[N:19]([CH3:21])[CH:20]=2)=[O:14])=[CH:9][CH:8]=1.N1C(C)=CC(C)=CC=1C. (3) Given the product [O:1]1[C:5]2[CH:6]=[CH:7][CH:8]=[CH:9][C:4]=2[CH:3]=[C:2]1[C:10]1[N:14]2[N:15]=[C:16]([NH:21][C@@H:22]3[CH2:26][CH2:25][CH2:24][C@H:23]3[OH:27])[CH:17]=[CH:18][C:13]2=[N:12][CH:11]=1, predict the reactants needed to synthesize it. The reactants are: [O:1]1[C:5]2[CH:6]=[CH:7][CH:8]=[CH:9][C:4]=2[CH:3]=[C:2]1[C:10]1[N:14]2[N:15]=[C:16](Cl)[CH:17]=[CH:18][C:13]2=[N:12][CH:11]=1.Cl.[NH2:21][C@@H:22]1[CH2:26][CH2:25][CH2:24][C@H:23]1[OH:27].C(=O)([O-])O.[Na+]. (4) Given the product [C:6]1([C:2]2[C:3]([OH:5])=[N:18][C:13]3[C:12]([N:19]=2)=[CH:17][CH:16]=[CH:15][CH:14]=3)[CH:11]=[CH:10][CH:9]=[CH:8][CH:7]=1, predict the reactants needed to synthesize it. The reactants are: O=[C:2]([C:6]1[CH:11]=[CH:10][CH:9]=[CH:8][CH:7]=1)[C:3]([OH:5])=O.[C:12]1([NH2:19])[C:13]([NH2:18])=[CH:14][CH:15]=[CH:16][CH:17]=1. (5) Given the product [ClH:1].[Cl:1][C:2]1[C:3]2[C:7]([C:8]([CH3:11])=[CH:9][CH:10]=1)=[N:6][N:5]1[C:12]([CH:17]3[CH2:18][CH2:19][NH:20][CH2:21][CH2:22]3)=[CH:13][C:14](=[O:16])[NH:15][C:4]=21, predict the reactants needed to synthesize it. The reactants are: [Cl:1][C:2]1[C:3]2[C:7]([C:8]([CH3:11])=[CH:9][CH:10]=1)=[N:6][N:5]1[C:12]([CH:17]3[CH2:22][CH2:21][N:20](C(OC(C)(C)C)=O)[CH2:19][CH2:18]3)=[CH:13][C:14](=[O:16])[NH:15][C:4]=21.Cl. (6) Given the product [CH3:13][O:14][CH2:2][C:3]1[CH:8]=[CH:7][C:6]([CH2:9][C:10]([OH:12])=[O:11])=[CH:5][CH:4]=1, predict the reactants needed to synthesize it. The reactants are: Br[CH2:2][C:3]1[CH:8]=[CH:7][C:6]([CH2:9][C:10]([OH:12])=[O:11])=[CH:5][CH:4]=1.[CH3:13][O-:14].[Na+]. (7) Given the product [Cl:45][C:29]1[C:30]([Cl:44])=[C:31]([S:34](=[O:35])(=[O:36])[NH:37][C@@H:38]([CH3:43])[C:39]([F:40])([F:41])[F:42])[CH:32]=[CH:33][C:28]=1[C:11]1[S:10][C:9]([C:12]2[O:16][C:15]([CH2:17][C:18]([CH3:24])([CH3:23])[C:19]([OH:21])=[O:20])=[N:14][N:13]=2)=[N:8][C:7]=1[CH2:6][C:5]1[CH:4]=[CH:3][C:2]([F:1])=[CH:26][CH:25]=1, predict the reactants needed to synthesize it. The reactants are: [F:1][C:2]1[CH:26]=[CH:25][C:5]([CH2:6][C:7]2[N:8]=[C:9]([C:12]3[O:16][C:15]([CH2:17][C:18]([CH3:24])([CH3:23])[C:19]([O:21]C)=[O:20])=[N:14][N:13]=3)[S:10][CH:11]=2)=[CH:4][CH:3]=1.Br[C:28]1[CH:33]=[CH:32][C:31]([S:34]([NH:37][C@@H:38]([CH3:43])[C:39]([F:42])([F:41])[F:40])(=[O:36])=[O:35])=[C:30]([Cl:44])[C:29]=1[Cl:45].